From a dataset of NCI-60 drug combinations with 297,098 pairs across 59 cell lines. Regression. Given two drug SMILES strings and cell line genomic features, predict the synergy score measuring deviation from expected non-interaction effect. (1) Drug 1: CN(CCCl)CCCl.Cl. Drug 2: CC(C)CN1C=NC2=C1C3=CC=CC=C3N=C2N. Cell line: A498. Synergy scores: CSS=5.82, Synergy_ZIP=-5.14, Synergy_Bliss=-2.51, Synergy_Loewe=-3.58, Synergy_HSA=-3.37. (2) Drug 1: CCC1(CC2CC(C3=C(CCN(C2)C1)C4=CC=CC=C4N3)(C5=C(C=C6C(=C5)C78CCN9C7C(C=CC9)(C(C(C8N6C=O)(C(=O)OC)O)OC(=O)C)CC)OC)C(=O)OC)O.OS(=O)(=O)O. Drug 2: CCN(CC)CCNC(=O)C1=C(NC(=C1C)C=C2C3=C(C=CC(=C3)F)NC2=O)C. Cell line: RPMI-8226. Synergy scores: CSS=66.5, Synergy_ZIP=5.64, Synergy_Bliss=5.73, Synergy_Loewe=-1.94, Synergy_HSA=6.44.